This data is from NCI-60 drug combinations with 297,098 pairs across 59 cell lines. The task is: Regression. Given two drug SMILES strings and cell line genomic features, predict the synergy score measuring deviation from expected non-interaction effect. (1) Drug 1: C1CCN(CC1)CCOC2=CC=C(C=C2)C(=O)C3=C(SC4=C3C=CC(=C4)O)C5=CC=C(C=C5)O. Drug 2: CC1=C(C=C(C=C1)NC(=O)C2=CC=C(C=C2)CN3CCN(CC3)C)NC4=NC=CC(=N4)C5=CN=CC=C5. Cell line: MCF7. Synergy scores: CSS=7.56, Synergy_ZIP=-3.51, Synergy_Bliss=2.19, Synergy_Loewe=0.319, Synergy_HSA=0.598. (2) Drug 1: CCC1=CC2CC(C3=C(CN(C2)C1)C4=CC=CC=C4N3)(C5=C(C=C6C(=C5)C78CCN9C7C(C=CC9)(C(C(C8N6C)(C(=O)OC)O)OC(=O)C)CC)OC)C(=O)OC. Drug 2: CNC(=O)C1=NC=CC(=C1)OC2=CC=C(C=C2)NC(=O)NC3=CC(=C(C=C3)Cl)C(F)(F)F. Cell line: SK-OV-3. Synergy scores: CSS=73.0, Synergy_ZIP=11.9, Synergy_Bliss=10.2, Synergy_Loewe=3.76, Synergy_HSA=11.2. (3) Drug 2: C1CC(=O)NC(=O)C1N2C(=O)C3=CC=CC=C3C2=O. Synergy scores: CSS=28.4, Synergy_ZIP=-6.91, Synergy_Bliss=-2.42, Synergy_Loewe=-5.18, Synergy_HSA=-1.10. Drug 1: C1CN(CCN1C(=O)CCBr)C(=O)CCBr. Cell line: KM12.